Task: Predict which catalyst facilitates the given reaction.. Dataset: Catalyst prediction with 721,799 reactions and 888 catalyst types from USPTO Reactant: [N+](C1C=C(S(O[CH2:14][C@:15]2([CH3:18])[CH2:17][O:16]2)(=O)=O)C=CC=1)([O-])=O.[Cl:19][C:20]1[CH:21]=[CH:22][C:23]([OH:32])=[C:24]([CH2:26][CH2:27][C:28]([O:30][CH3:31])=[O:29])[CH:25]=1.C([O-])([O-])=O.[Cs+].[Cs+].[Cl:39][C:40]1[CH:53]=[CH:52][C:43]([CH2:44][N:45]2[CH2:50][CH2:49][CH:48]([NH2:51])[CH2:47][CH2:46]2)=[CH:42][CH:41]=1. Product: [Cl:19][C:20]1[CH:21]=[CH:22][C:23]([O:32][CH2:14][C@:15]([OH:16])([CH3:18])[CH2:17][NH:51][CH:48]2[CH2:47][CH2:46][N:45]([CH2:44][C:43]3[CH:42]=[CH:41][C:40]([Cl:39])=[CH:53][CH:52]=3)[CH2:50][CH2:49]2)=[C:24]([CH2:26][CH2:27][C:28]([O:30][CH3:31])=[O:29])[CH:25]=1. The catalyst class is: 3.